From a dataset of Forward reaction prediction with 1.9M reactions from USPTO patents (1976-2016). Predict the product of the given reaction. (1) Given the reactants [NH2:1][CH2:2][C@@H:3]1[O:7][C:6](=[O:8])[N:5]([C:9]2[CH:14]=[CH:13][C:12]([CH:15]3[CH2:20][CH2:19][S:18](=[O:22])(=[O:21])[CH2:17][CH2:16]3)=[C:11]([F:23])[CH:10]=2)[CH2:4]1.[C:24](Cl)(=[O:34])[O:25][CH2:26][O:27][C:28](=[O:33])[CH2:29][CH:30]([CH3:32])[CH3:31], predict the reaction product. The product is: [O:22]=[S:18]1(=[O:21])[CH2:19][CH2:20][CH:15]([C:12]2[CH:13]=[CH:14][C:9]([N:5]3[CH2:4][C@H:3]([CH2:2][NH:1][C:24]([O:25][CH2:26][O:27][C:28](=[O:33])[CH2:29][CH:30]([CH3:31])[CH3:32])=[O:34])[O:7][C:6]3=[O:8])=[CH:10][C:11]=2[F:23])[CH2:16][CH2:17]1. (2) Given the reactants [Cl-:1].[Li+].[Zn:3].[Br:4]CCBr.C[Si](Cl)(C)C.II.Br[CH:16]([C:18]1[CH:23]=[CH:22][CH:21]=[C:20](Cl)[CH:19]=1)[CH3:17], predict the reaction product. The product is: [Br:4][Zn:3][CH:16]([C:18]1[CH:23]=[CH:22][CH:21]=[C:20]([Cl:1])[CH:19]=1)[CH3:17]. (3) Given the reactants [Br:1][C:2]1[CH:3]=[CH:4][C:5]2[N:11](CC3C=CC(OC)=CC=3OC)[C:10](=[O:23])[C@@H:9]([CH2:24][C:25]([O:27][CH2:28][CH3:29])=[O:26])[O:8][C@H:7]([C:30]3[CH:35]=[CH:34][CH:33]=[C:32]([O:36][CH3:37])[C:31]=3[Cl:38])[C:6]=2[CH:39]=1.[N+]([O-])(O)=O.[N+]([O-])(O)=O.[N+]([O-])(O)=O.[N+]([O-])(O)=O.[N+]([O-])(O)=O.[N+]([O-])(O)=O.[Ce], predict the reaction product. The product is: [Br:1][C:2]1[CH:3]=[CH:4][C:5]2[NH:11][C:10](=[O:23])[C@@H:9]([CH2:24][C:25]([O:27][CH2:28][CH3:29])=[O:26])[O:8][C@H:7]([C:30]3[CH:35]=[CH:34][CH:33]=[C:32]([O:36][CH3:37])[C:31]=3[Cl:38])[C:6]=2[CH:39]=1. (4) Given the reactants [Cl:1][C:2]1[CH:3]=[C:4]2[C:8](=[CH:9][CH:10]=1)[N:7]([S:11]([C:14]1[CH:19]=[CH:18][CH:17]=[CH:16][CH:15]=1)(=[O:13])=[O:12])[C:6]([C:20]([O:22][CH2:23][CH3:24])=[O:21])=[C:5]2[S:25](Cl)(=[O:27])=[O:26].[CH2:29]([N:31](CC)CC)C.Cl.CN, predict the reaction product. The product is: [Cl:1][C:2]1[CH:3]=[C:4]2[C:8](=[CH:9][CH:10]=1)[N:7]([S:11]([C:14]1[CH:19]=[CH:18][CH:17]=[CH:16][CH:15]=1)(=[O:13])=[O:12])[C:6]([C:20]([O:22][CH2:23][CH3:24])=[O:21])=[C:5]2[S:25]([NH:31][CH3:29])(=[O:27])=[O:26].